This data is from NCI-60 drug combinations with 297,098 pairs across 59 cell lines. The task is: Regression. Given two drug SMILES strings and cell line genomic features, predict the synergy score measuring deviation from expected non-interaction effect. (1) Drug 1: CC1=C(N=C(N=C1N)C(CC(=O)N)NCC(C(=O)N)N)C(=O)NC(C(C2=CN=CN2)OC3C(C(C(C(O3)CO)O)O)OC4C(C(C(C(O4)CO)O)OC(=O)N)O)C(=O)NC(C)C(C(C)C(=O)NC(C(C)O)C(=O)NCCC5=NC(=CS5)C6=NC(=CS6)C(=O)NCCC[S+](C)C)O. Drug 2: COCCOC1=C(C=C2C(=C1)C(=NC=N2)NC3=CC=CC(=C3)C#C)OCCOC.Cl. Cell line: HT29. Synergy scores: CSS=0.402, Synergy_ZIP=0.254, Synergy_Bliss=-0.874, Synergy_Loewe=-6.07, Synergy_HSA=-3.21. (2) Drug 1: CCC1=CC2CC(C3=C(CN(C2)C1)C4=CC=CC=C4N3)(C5=C(C=C6C(=C5)C78CCN9C7C(C=CC9)(C(C(C8N6C)(C(=O)OC)O)OC(=O)C)CC)OC)C(=O)OC.C(C(C(=O)O)O)(C(=O)O)O. Drug 2: C1=NC2=C(N1)C(=S)N=CN2. Cell line: NCI-H522. Synergy scores: CSS=65.4, Synergy_ZIP=-11.5, Synergy_Bliss=-6.67, Synergy_Loewe=-16.5, Synergy_HSA=-2.96.